Dataset: Forward reaction prediction with 1.9M reactions from USPTO patents (1976-2016). Task: Predict the product of the given reaction. (1) Given the reactants [Br:1][C:2]1[CH:3]=[C:4]2[C:8](=[CH:9][CH:10]=1)[C:7]1([C:14](=[O:15])NC(=O)[NH:11]1)[CH2:6][CH2:5]2.[OH:17]S(O)(=O)=O, predict the reaction product. The product is: [NH2:11][C:7]1([C:14]([OH:15])=[O:17])[C:8]2[C:4](=[CH:3][C:2]([Br:1])=[CH:10][CH:9]=2)[CH2:5][CH2:6]1. (2) The product is: [CH3:8][O:9][C:10]1[CH:11]=[CH:12][C:13]([CH2:14][N:15]2[C:23]3[CH:22]=[CH:21][N:20]=[C:19]([NH:25][CH:26]4[CH2:27][CH2:28][O:29][CH2:30][CH2:31]4)[C:18]=3[C:17]([C:32]3[CH:33]=[C:34]([CH:39]=[CH:40][N:41]=3)[C:35]([OH:37])=[O:36])=[N:16]2)=[CH:42][CH:43]=1. Given the reactants C1COCC1.CO.[CH3:8][O:9][C:10]1[CH:43]=[CH:42][C:13]([CH2:14][N:15]2[C:23]3[CH:22]=[C:21](C)[N:20]=[C:19]([NH:25][CH:26]4[CH2:31][CH2:30][O:29][CH2:28][CH2:27]4)[C:18]=3[C:17]([C:32]3[CH:33]=[C:34]([CH:39]=[CH:40][N:41]=3)[C:35]([O:37]C)=[O:36])=[N:16]2)=[CH:12][CH:11]=1.[Li+].[OH-], predict the reaction product. (3) Given the reactants Br[C:2]1[CH:3]=[C:4]([CH:7]=[CH:8][CH:9]=1)[C:5]#[N:6].[F:10][C:11]1[CH:16]=[CH:15][C:14]([N+:17]([O-:19])=[O:18])=[CH:13][C:12]=1B1OC(C)(C)C(C)(C)O1, predict the reaction product. The product is: [F:10][C:11]1[CH:16]=[CH:15][C:14]([N+:17]([O-:19])=[O:18])=[CH:13][C:12]=1[C:2]1[CH:9]=[CH:8][CH:7]=[C:4]([C:5]#[N:6])[CH:3]=1. (4) Given the reactants [CH:1]1([C:7]2[C:8]3[CH:36]=[CH:35][C:34]([C:37]([O:39]C)=[O:38])=[CH:33][C:9]=3[N:10]3[C:16]=2[C:15]2[CH:17]=[CH:18][CH:19]=[C:20]([N:21]([CH2:25][CH2:26][N:27]4[CH2:32][CH2:31][CH2:30][CH2:29][CH2:28]4)[CH2:22][CH2:23][CH3:24])[C:14]=2[O:13][CH2:12][CH2:11]3)[CH2:6][CH2:5][CH2:4][CH2:3][CH2:2]1.[OH-].[Na+].[ClH:43], predict the reaction product. The product is: [ClH:43].[ClH:43].[CH:1]1([C:7]2[C:8]3[CH:36]=[CH:35][C:34]([C:37]([OH:39])=[O:38])=[CH:33][C:9]=3[N:10]3[C:16]=2[C:15]2[CH:17]=[CH:18][CH:19]=[C:20]([N:21]([CH2:25][CH2:26][N:27]4[CH2:32][CH2:31][CH2:30][CH2:29][CH2:28]4)[CH2:22][CH2:23][CH3:24])[C:14]=2[O:13][CH2:12][CH2:11]3)[CH2:6][CH2:5][CH2:4][CH2:3][CH2:2]1. (5) Given the reactants [CH3:1][O:2][C:3]1[CH:11]=[C:10]2[C:6]([CH2:7][CH2:8][C:9]2=[O:12])=[CH:5][CH:4]=1.[N-:13]=[N+]=[N-].[Na+].CS(O)(=O)=O.O, predict the reaction product. The product is: [CH3:1][O:2][C:3]1[CH:11]=[C:10]2[C:6]([CH2:7][CH2:8][NH:13][C:9]2=[O:12])=[CH:5][CH:4]=1.